From a dataset of Full USPTO retrosynthesis dataset with 1.9M reactions from patents (1976-2016). Predict the reactants needed to synthesize the given product. (1) The reactants are: C[O:2][C:3](=[O:20])[CH:4]([O:15][CH2:16][CH2:17][CH:18]=[CH2:19])[CH2:5][C:6]1[CH:7]=[C:8]2[C:12](=[CH:13][CH:14]=1)[NH:11][CH:10]=[CH:9]2.Cl[CH2:22][C:23]1[N:24]=[C:25]([C:29]2[CH:34]=[CH:33][CH:32]=[CH:31][C:30]=2[O:35][CH3:36])[O:26][C:27]=1[CH3:28]. Given the product [CH2:16]([O:15][CH:4]([CH2:5][C:6]1[CH:7]=[C:8]2[C:12](=[CH:13][CH:14]=1)[N:11]([CH2:22][C:23]1[N:24]=[C:25]([C:29]3[CH:34]=[CH:33][CH:32]=[CH:31][C:30]=3[O:35][CH3:36])[O:26][C:27]=1[CH3:28])[CH:10]=[CH:9]2)[C:3]([OH:2])=[O:20])[CH2:17][CH:18]=[CH2:19], predict the reactants needed to synthesize it. (2) Given the product [CH3:22][CH:23]([N:25]1[C:29]2[N:30]=[C:9]([C:10]3[CH:14]=[CH:13][S:12][CH:11]=3)[CH:8]=[C:2]([C:3]([O:5][CH2:6][CH3:7])=[O:4])[C:28]=2[CH:27]=[N:26]1)[CH3:24], predict the reactants needed to synthesize it. The reactants are: O=[C:2]([CH2:8][C:9](=O)[C:10]1[CH:14]=[CH:13][S:12][CH:11]=1)[C:3]([O:5][CH2:6][CH3:7])=[O:4].C1C=CC=CC=1.[CH3:22][CH:23]([N:25]1[C:29]([NH2:30])=[CH:28][CH:27]=[N:26]1)[CH3:24]. (3) The reactants are: [CH:1]1([CH2:4][OH:5])[CH2:3][CH2:2]1.C1(P(C2C=CC=CC=2)C2C=CC=CC=2)C=CC=CC=1.O[N:26]1[C:30](=[O:31])[C:29]2=[CH:32][CH:33]=[CH:34][CH:35]=[C:28]2[C:27]1=[O:36].CCOC(/N=N/C(OCC)=O)=O. Given the product [CH:1]1([CH2:4][O:5][N:26]2[C:27](=[O:36])[C:28]3=[CH:35][CH:34]=[CH:33][CH:32]=[C:29]3[C:30]2=[O:31])[CH2:3][CH2:2]1, predict the reactants needed to synthesize it. (4) Given the product [OH:17][CH2:16][CH2:15][CH2:14][N:7]1[C:8]2[C:13](=[CH:12][CH:11]=[CH:10][CH:9]=2)[C:5]([C:3](=[O:4])[CH:2]([NH:29][C:28]2[CH:30]=[CH:31][CH:32]=[C:26]([O:25][CH3:24])[CH:27]=2)[C:18]2[CH:23]=[CH:22][CH:21]=[CH:20][CH:19]=2)=[CH:6]1, predict the reactants needed to synthesize it. The reactants are: Cl[CH:2]([C:18]1[CH:23]=[CH:22][CH:21]=[CH:20][CH:19]=1)[C:3]([C:5]1[C:13]2[C:8](=[CH:9][CH:10]=[CH:11][CH:12]=2)[N:7]([CH2:14][CH2:15][CH2:16][OH:17])[CH:6]=1)=[O:4].[CH3:24][O:25][C:26]1[CH:27]=[C:28]([CH:30]=[CH:31][CH:32]=1)[NH2:29]. (5) Given the product [Br:6][C:7]1[CH:8]=[N:9][CH:10]=[CH:11][C:12]=1[C:14]([OH:15])([CH3:16])[CH3:13], predict the reactants needed to synthesize it. The reactants are: C([Li])CCC.[Br:6][C:7]1[CH:8]=[N:9][CH:10]=[CH:11][CH:12]=1.[CH3:13][C:14]([CH3:16])=[O:15].C(OC(=O)C)C. (6) Given the product [F:1][C:2]1[CH:7]=[CH:6][C:5]([O:8][CH3:9])=[C:4]([NH:10][NH2:11])[CH:3]=1, predict the reactants needed to synthesize it. The reactants are: [F:1][C:2]1[CH:7]=[CH:6][C:5]([O:8][CH3:9])=[C:4]([NH2:10])[CH:3]=1.[N:11]([O-])=O.[Na+].O.O.Cl[Sn]Cl. (7) Given the product [Cl:20][CH2:19][C:16]1[N:15]=[N:14][C:13]([C:3]2[CH:4]=[C:5]([CH:11]=[CH:12][C:2]=2[F:1])[C:6]([N:8]([CH3:9])[CH3:10])=[O:7])=[CH:18][CH:17]=1, predict the reactants needed to synthesize it. The reactants are: [F:1][C:2]1[CH:12]=[CH:11][C:5]([C:6]([N:8]([CH3:10])[CH3:9])=[O:7])=[CH:4][C:3]=1[C:13]1[N:14]=[N:15][C:16]([CH3:19])=[CH:17][CH:18]=1.[Cl:20]N1C(=O)N(Cl)C(=O)N(Cl)C1=O.